Dataset: Forward reaction prediction with 1.9M reactions from USPTO patents (1976-2016). Task: Predict the product of the given reaction. Given the reactants Br[C:2]1[CH:7]=[C:6]([C@@H:8]2[C@@H:12]([C:13]3[CH:18]=[CH:17][CH:16]=[CH:15][CH:14]=3)[O:11][C:10](=[O:19])[NH:9]2)[CH:5]=[CH:4][N:3]=1.C[Si]([C:24]#[C:25][C:26]1[CH:31]=[CH:30][CH:29]=[CH:28][N:27]=1)(C)C.C1(P(C2C=CC=CC=2)C2C=CC=CC=2)C=CC=CC=1.C(N(CC)CC)C.[F-].C([N+](CCCC)(CCCC)CCCC)CCC, predict the reaction product. The product is: [C:13]1([C@H:12]2[O:11][C:10](=[O:19])[NH:9][C@@H:8]2[C:6]2[CH:5]=[CH:4][N:3]=[C:2]([C:24]#[C:25][C:26]3[CH:31]=[CH:30][CH:29]=[CH:28][N:27]=3)[CH:7]=2)[CH:18]=[CH:17][CH:16]=[CH:15][CH:14]=1.